From a dataset of Peptide-MHC class I binding affinity with 185,985 pairs from IEDB/IMGT. Regression. Given a peptide amino acid sequence and an MHC pseudo amino acid sequence, predict their binding affinity value. This is MHC class I binding data. (1) The peptide sequence is ETVNFVPNY. The MHC is HLA-B18:01 with pseudo-sequence HLA-B18:01. The binding affinity (normalized) is 0.0847. (2) The peptide sequence is IHESVIGQL. The MHC is HLA-A11:01 with pseudo-sequence HLA-A11:01. The binding affinity (normalized) is 0.0847. (3) The peptide sequence is LLDLEGHIL. The MHC is HLA-B18:01 with pseudo-sequence HLA-B18:01. The binding affinity (normalized) is 0.0847. (4) The peptide sequence is SEVKFKYVL. The MHC is HLA-B57:01 with pseudo-sequence HLA-B57:01. The binding affinity (normalized) is 0.0847. (5) The binding affinity (normalized) is 0.0847. The peptide sequence is PHYNNPWNT. The MHC is HLA-A26:01 with pseudo-sequence HLA-A26:01. (6) The peptide sequence is ALLSTDGNK. The MHC is HLA-A33:01 with pseudo-sequence HLA-A33:01. The binding affinity (normalized) is 0.